From a dataset of Catalyst prediction with 721,799 reactions and 888 catalyst types from USPTO. Predict which catalyst facilitates the given reaction. (1) Reactant: CS(C)=O.[CH3:5][C:6]1[CH:7]=[C:8]([OH:20])[C:9]([C:13]2[CH:18]=[CH:17][C:16]([CH3:19])=[CH:15][N:14]=2)=[N:10][C:11]=1[CH3:12].Cl[C:22]1[C:31]2[C:26](=[CH:27][C:28]([O:34][CH3:35])=[C:29]([O:32][CH3:33])[CH:30]=2)[N:25]=[CH:24][N:23]=1.C(=O)([O-])[O-].[Cs+].[Cs+]. Product: [CH3:33][O:32][C:29]1[CH:30]=[C:31]2[C:26](=[CH:27][C:28]=1[O:34][CH3:35])[N:25]=[CH:24][N:23]=[C:22]2[O:20][C:8]1[C:9]([C:13]2[CH:18]=[CH:17][C:16]([CH3:19])=[CH:15][N:14]=2)=[N:10][C:11]([CH3:12])=[C:6]([CH3:5])[CH:7]=1. The catalyst class is: 6. (2) Reactant: [CH3:1][C:2]1[N:3]=[C:4]2[C:9]([NH:10][CH2:11][C:12]3[C:17]([CH3:18])=[CH:16][CH:15]=[CH:14][C:13]=3[CH3:19])=[C:8]([N+:20]([O-])=O)[CH:7]=[CH:6][N:5]2[C:23]=1[CH3:24]. Product: [NH2:20][C:8]1[CH:7]=[CH:6][N:5]2[C:23]([CH3:24])=[C:2]([CH3:1])[N:3]=[C:4]2[C:9]=1[NH:10][CH2:11][C:12]1[C:17]([CH3:18])=[CH:16][CH:15]=[CH:14][C:13]=1[CH3:19]. The catalyst class is: 470. (3) Reactant: Br[C:2]1[N:7]=[CH:6][C:5]([CH2:8][C:9]2[C:17]3[C:12](=[N:13][CH:14]=[CH:15][CH:16]=3)[N:11]([Si](C(C)C)(C(C)C)C(C)C)[CH:10]=2)=[CH:4][CH:3]=1.[F:28][C:29]([F:40])([F:39])[C:30]1[CH:38]=[CH:37][C:33]([C:34]([NH2:36])=[O:35])=[CH:32][CH:31]=1.CC1(C)C2C(=C(P(C3C=CC=CC=3)C3C=CC=CC=3)C=CC=2)OC2C(P(C3C=CC=CC=3)C3C=CC=CC=3)=CC=CC1=2.C(=O)([O-])[O-].[Cs+].[Cs+]. Product: [NH:11]1[C:12]2=[N:13][CH:14]=[CH:15][CH:16]=[C:17]2[C:9]([CH2:8][C:5]2[CH:4]=[CH:3][C:2]([NH:36][C:34](=[O:35])[C:33]3[CH:37]=[CH:38][C:30]([C:29]([F:39])([F:40])[F:28])=[CH:31][CH:32]=3)=[N:7][CH:6]=2)=[CH:10]1. The catalyst class is: 488. (4) Reactant: P(Br)(Br)[Br:2].[Br:5][C:6]1[C:11]([N:12]([CH3:14])[CH3:13])=[CH:10][C:9]([CH2:15]O)=[C:8]([Cl:17])[CH:7]=1. Product: [Br:5][C:6]1[CH:7]=[C:8]([Cl:17])[C:9]([CH2:15][Br:2])=[CH:10][C:11]=1[N:12]([CH3:14])[CH3:13]. The catalyst class is: 2.